From a dataset of Forward reaction prediction with 1.9M reactions from USPTO patents (1976-2016). Predict the product of the given reaction. (1) The product is: [O:17]1[CH2:21][CH2:20][CH:19]([CH2:22][NH:23][C:10]([C:7]2[CH:6]=[C:5]([CH2:4][C:3]3[CH:13]=[CH:14][CH:15]=[CH:16][C:2]=3[Cl:1])[O:9][N:8]=2)=[O:12])[CH2:18]1. Given the reactants [Cl:1][C:2]1[CH:16]=[CH:15][CH:14]=[CH:13][C:3]=1[CH2:4][C:5]1[O:9][N:8]=[C:7]([C:10]([OH:12])=O)[CH:6]=1.[O:17]1[CH2:21][CH2:20][CH:19]([CH2:22][NH2:23])[CH2:18]1.ON1C2C=CC=CC=2N=N1.Cl.C(N=C=NCCCN(C)C)C, predict the reaction product. (2) Given the reactants C([O:3][C:4](=[O:41])[CH2:5][CH2:6][CH2:7][O:8][C:9]1[CH:14]=[CH:13][C:12]([N:15]2[CH:23]=[N:22][C:21]3[C:16]2=[N:17][C:18]([NH:24][C:25]2[CH:26]=[N:27][N:28]([CH2:30][CH2:31][CH2:32][NH:33][C:34]([O:36][C:37]([CH3:40])([CH3:39])[CH3:38])=[O:35])[CH:29]=2)=[N:19][CH:20]=3)=[CH:11][CH:10]=1)C.O[Li].O, predict the reaction product. The product is: [C:37]([O:36][C:34]([NH:33][CH2:32][CH2:31][CH2:30][N:28]1[CH:29]=[C:25]([NH:24][C:18]2[N:17]=[C:16]3[C:21]([N:22]=[CH:23][N:15]3[C:12]3[CH:11]=[CH:10][C:9]([O:8][CH2:7][CH2:6][CH2:5][C:4]([OH:41])=[O:3])=[CH:14][CH:13]=3)=[CH:20][N:19]=2)[CH:26]=[N:27]1)=[O:35])([CH3:40])([CH3:38])[CH3:39]. (3) Given the reactants [CH3:1][N:2]([CH3:36])[CH2:3][CH2:4][N:5]([CH2:34][CH3:35])[C:6]1[N:11]=[C:10]([C:12]2[CH:17]=[CH:16][CH:15]=[CH:14][CH:13]=2)[N:9]=[C:8]([C:18]([NH:20][C:21]2[CH:26]=[CH:25][CH:24]=[CH:23][C:22]=2[C:27]2[S:28][C:29]([S:32][CH3:33])=[N:30][N:31]=2)=[O:19])[CH:7]=1.[OH:37]O, predict the reaction product. The product is: [CH3:36][N:2]([CH3:1])[CH2:3][CH2:4][N:5]([CH2:34][CH3:35])[C:6]1[N:11]=[C:10]([C:12]2[CH:13]=[CH:14][CH:15]=[CH:16][CH:17]=2)[N:9]=[C:8]([C:18]([NH:20][C:21]2[CH:26]=[CH:25][CH:24]=[CH:23][C:22]=2[C:27]2[S:28][C:29]([S:32]([CH3:33])=[O:37])=[N:30][N:31]=2)=[O:19])[CH:7]=1. (4) Given the reactants [CH3:1][O:2][C:3]1[CH:8]=[CH:7][C:6]([C:9]2[C:14]([CH3:15])=[C:13]([C:16]([F:19])([F:18])[F:17])[N:12]3[N:20]=[CH:21][C:22]([C:23]([OH:25])=O)=[C:11]3[N:10]=2)=[CH:5][CH:4]=1.CN(C(ON1N=NC2C=CC=NC1=2)=[N+](C)C)C.F[P-](F)(F)(F)(F)F.CCN(C(C)C)C(C)C.[F:59][C:60]1[CH:65]=[CH:64][C:63]([C@H:66]([N:68]2[CH2:73][CH2:72][NH:71][C@H:70]([CH3:74])[CH2:69]2)[CH3:67])=[CH:62][CH:61]=1, predict the reaction product. The product is: [F:59][C:60]1[CH:65]=[CH:64][C:63]([C@H:66]([N:68]2[CH2:73][CH2:72][N:71]([C:23]([C:22]3[CH:21]=[N:20][N:12]4[C:13]([C:16]([F:18])([F:17])[F:19])=[C:14]([CH3:15])[C:9]([C:6]5[CH:7]=[CH:8][C:3]([O:2][CH3:1])=[CH:4][CH:5]=5)=[N:10][C:11]=34)=[O:25])[C@H:70]([CH3:74])[CH2:69]2)[CH3:67])=[CH:62][CH:61]=1. (5) Given the reactants C(O)(C(F)(F)F)=O.[N:8]1[CH:13]=[CH:12][C:11]([N:14]2[CH2:19][CH2:18][C:17]3([CH2:25][CH2:24][CH2:23][N:22](C(OC(C)(C)C)=O)[CH2:21][CH2:20]3)[CH2:16][CH2:15]2)=[CH:10][CH:9]=1, predict the reaction product. The product is: [N:8]1[CH:9]=[CH:10][C:11]([N:14]2[CH2:19][CH2:18][C:17]3([CH2:25][CH2:24][CH2:23][NH:22][CH2:21][CH2:20]3)[CH2:16][CH2:15]2)=[CH:12][CH:13]=1.